This data is from Forward reaction prediction with 1.9M reactions from USPTO patents (1976-2016). The task is: Predict the product of the given reaction. Given the reactants [F:1][C:2]([F:31])([F:30])[O:3][C:4]1[CH:29]=[CH:28][C:7]([CH2:8][O:9][C:10]2[CH:15]=[CH:14][C:13]([N:16]3[C:20]4[CH:21]=[CH:22][C:23]([C:25](O)=[O:26])=[CH:24][C:19]=4[N:18]=[N:17]3)=[CH:12][CH:11]=2)=[CH:6][CH:5]=1.C1N=CN(C(N2C=NC=C2)=O)C=1.[N:44]1[CH:49]=[CH:48][CH:47]=[C:46]([CH2:50][NH2:51])[CH:45]=1, predict the reaction product. The product is: [N:44]1[CH:49]=[CH:48][CH:47]=[C:46]([CH2:50][NH:51][C:25]([C:23]2[CH:22]=[CH:21][C:20]3[N:16]([C:13]4[CH:12]=[CH:11][C:10]([O:9][CH2:8][C:7]5[CH:6]=[CH:5][C:4]([O:3][C:2]([F:31])([F:30])[F:1])=[CH:29][CH:28]=5)=[CH:15][CH:14]=4)[N:17]=[N:18][C:19]=3[CH:24]=2)=[O:26])[CH:45]=1.